Dataset: Cav3 T-type calcium channel HTS with 100,875 compounds. Task: Binary Classification. Given a drug SMILES string, predict its activity (active/inactive) in a high-throughput screening assay against a specified biological target. (1) The molecule is O(Nc1ccc(/N=N\C(=O)c2c(O)cccc2)cc1)C(=O)c1ccc(cc1)C. The result is 0 (inactive). (2) The molecule is Fc1ccc(CN2C(=O)C(N(C(=O)C3CC3)CC=CC2c2ccc(OC)cc2)C)cc1. The result is 0 (inactive). (3) The compound is S(=O)(=O)(N1CCN(CC1)Cc1cc(OC)c(OC)cc1)c1ccc(F)cc1. The result is 0 (inactive). (4) The molecule is Clc1ccc(CN(S(=O)(=O)C)c2ccc(C(=O)N3CCN(CC3)c3ccccc3)cc2)cc1. The result is 0 (inactive). (5) The molecule is s1c(C(N2CCN(CC2)C)C(NC(=O)Cc2ccc(F)cc2)C)ccc1. The result is 0 (inactive). (6) The molecule is S(=O)(=O)(N1CCCCC1)c1ccc(n2sc3c(c2=O)cccc3)cc1. The result is 0 (inactive). (7) The molecule is o1c2c(c3c1cccc3)ccc(NC(=O)CC(C)C)c2. The result is 0 (inactive). (8) The drug is s1c2CCCCc2c(c1NC(=O)CSc1n(nnn1)CCCC)C#N. The result is 0 (inactive).